From a dataset of Catalyst prediction with 721,799 reactions and 888 catalyst types from USPTO. Predict which catalyst facilitates the given reaction. (1) Reactant: [C:1]([NH:9][CH2:10][C:11]1[CH2:17][N:16]([CH2:18][C:19](=[O:30])[NH:20][CH:21]2[CH2:25][C:24](=[O:26])[O:23][CH:22]2[O:27]CC)[C:15](=[O:31])[CH:14]([NH:32][C:33]([C:35]2[C:44]3[C:39](=[CH:40][CH:41]=[CH:42][CH:43]=3)[CH:38]=[CH:37][N:36]=2)=[O:34])[CH2:13][CH:12]=1)(=[O:8])[C:2]1[CH:7]=[CH:6][CH:5]=[CH:4][CH:3]=1.FC(F)(F)C(O)=O. Product: [C:1]([NH:9][CH2:10][C:11]1[CH2:17][N:16]([CH2:18][C:19](=[O:30])[NH:20][CH:21]2[CH2:25][C:24](=[O:26])[O:23][CH:22]2[OH:27])[C:15](=[O:31])[CH:14]([NH:32][C:33]([C:35]2[C:44]3[C:39](=[CH:40][CH:41]=[CH:42][CH:43]=3)[CH:38]=[CH:37][N:36]=2)=[O:34])[CH2:13][CH:12]=1)(=[O:8])[C:2]1[CH:3]=[CH:4][CH:5]=[CH:6][CH:7]=1. The catalyst class is: 144. (2) Reactant: C([C:4]1[CH:5]=[CH:6][C:7]2[O:12][CH2:11][C:10](=[O:13])[NH:9][C:8]=2[CH:14]=1)(=O)C.C1C=C(Cl)C=[C:17]([C:22]([O:24]O)=[O:23])C=1.C(=O)(O)[O-].[Na+]. Product: [O:13]=[C:10]1[NH:9][C:8]2[CH:14]=[C:4]([O:24][C:22](=[O:23])[CH3:17])[CH:5]=[CH:6][C:7]=2[O:12][CH2:11]1. The catalyst class is: 2. (3) Reactant: [C:1]([Si:5]([CH3:23])([CH3:22])[O:6][C@H:7]1[CH2:15][CH2:14][CH2:13][C@@:12]2([CH3:16])[C@H:8]1[CH2:9][CH2:10][C@@H:11]2[C:17](=[CH2:21])[CH2:18][CH2:19][OH:20])([CH3:4])([CH3:3])[CH3:2].ClCCl.N1C=CN=C1.[Si:32](Cl)([C:35]([CH3:38])([CH3:37])[CH3:36])([CH3:34])[CH3:33]. Product: [C:1]([Si:5]([CH3:23])([CH3:22])[O:6][C@H:7]1[CH2:15][CH2:14][CH2:13][C@@:12]2([CH3:16])[C@H:8]1[CH2:9][CH2:10][C@@H:11]2[C:17](=[CH2:21])[CH2:18][CH2:19][O:20][Si:32]([C:35]([CH3:38])([CH3:37])[CH3:36])([CH3:34])[CH3:33])([CH3:4])([CH3:3])[CH3:2]. The catalyst class is: 6. (4) Reactant: Br[C:2]1[N:6]([S:7]([C:10]2[CH:15]=[CH:14][CH:13]=[C:12]([S:16]([CH3:19])(=[O:18])=[O:17])[CH:11]=2)(=[O:9])=[O:8])[CH:5]=[C:4]([CH2:20][N:21]([CH3:29])[C:22](=[O:28])[O:23][C:24]([CH3:27])([CH3:26])[CH3:25])[CH:3]=1.[S:30]1[CH:34]=[CH:33][C:32](B(O)O)=[CH:31]1.C(=O)([O-])[O-].[Na+].[Na+]. Product: [CH3:29][N:21]([CH2:20][C:4]1[CH:3]=[C:2]([C:32]2[CH:33]=[CH:34][S:30][CH:31]=2)[N:6]([S:7]([C:10]2[CH:15]=[CH:14][CH:13]=[C:12]([S:16]([CH3:19])(=[O:18])=[O:17])[CH:11]=2)(=[O:9])=[O:8])[CH:5]=1)[C:22](=[O:28])[O:23][C:24]([CH3:27])([CH3:26])[CH3:25]. The catalyst class is: 73.